This data is from Reaction yield outcomes from USPTO patents with 853,638 reactions. The task is: Predict the reaction yield, written as a fraction of the theoretical maximum amount of product (1.0 means a 100% yield; for example, 0.34 means a 34% yield). (1) The reactants are Br[C:2]1[C:10]2[O:9][CH2:8][C@@H:7]([N:11]([C:26](=[O:31])[C:27]([F:30])([F:29])[F:28])[C:12]3[CH:25]=[CH:24][C:15]4[C@H:16]([CH2:19][C:20]([O:22][CH3:23])=[O:21])[CH2:17][O:18][C:14]=4[CH:13]=3)[C:6]=2[CH:5]=[CH:4][CH:3]=1.[CH3:32][C:33]1[CH:38]=[CH:37][N:36]=[C:35]([NH2:39])[CH:34]=1.C(=O)([O-])[O-].[Cs+].[Cs+].C1(P(C2C=CC=CC=2)C2C3OC4C(=CC=CC=4P(C4C=CC=CC=4)C4C=CC=CC=4)C(C)(C)C=3C=CC=2)C=CC=CC=1. The catalyst is C1(C)C=CC=CC=1.C1C=CC(/C=C/C(/C=C/C2C=CC=CC=2)=O)=CC=1.C1C=CC(/C=C/C(/C=C/C2C=CC=CC=2)=O)=CC=1.C1C=CC(/C=C/C(/C=C/C2C=CC=CC=2)=O)=CC=1.[Pd].[Pd].O. The product is [CH3:32][C:33]1[CH:38]=[CH:37][N:36]=[C:35]([NH:39][C:2]2[C:10]3[O:9][CH2:8][C@@H:7]([N:11]([C:26](=[O:31])[C:27]([F:30])([F:29])[F:28])[C:12]4[CH:25]=[CH:24][C:15]5[C@H:16]([CH2:19][C:20]([O:22][CH3:23])=[O:21])[CH2:17][O:18][C:14]=5[CH:13]=4)[C:6]=3[CH:5]=[CH:4][CH:3]=2)[CH:34]=1.[CH3:32][C:33]1[CH:38]=[CH:37][N:36]=[C:35]([NH:39][C:2]2[C:10]3[O:9][CH2:8][C@@H:7]([NH:11][C:12]4[CH:25]=[CH:24][C:15]5[C@H:16]([CH2:19][C:20]([O:22][CH3:23])=[O:21])[CH2:17][O:18][C:14]=5[CH:13]=4)[C:6]=3[CH:5]=[CH:4][CH:3]=2)[CH:34]=1. The yield is 0.260. (2) The reactants are [O:1]=[C:2]1[C:23]2[C:18](=[CH:19][CH:20]=[CH:21][CH:22]=2)[O:17][C:4]2([CH2:9][CH2:8][N:7](C(OC(C)(C)C)=O)[CH2:6][CH2:5]2)[CH2:3]1.[ClH:24]. The catalyst is O1CCOCC1. The product is [ClH:24].[NH:7]1[CH2:8][CH2:9][C:4]2([CH2:3][C:2](=[O:1])[C:23]3[C:18](=[CH:19][CH:20]=[CH:21][CH:22]=3)[O:17]2)[CH2:5][CH2:6]1. The yield is 0.990. (3) The reactants are Br[C:2]1[CH:7]=[CH:6][C:5]([N:8]([C:13]2[C:32]([CH:33]3[CH2:35][CH2:34]3)=[CH:31][C:16]3[C:17]([C:27]([NH:29][CH3:30])=[O:28])=[C:18]([C:20]4[CH:25]=[CH:24][C:23]([F:26])=[CH:22][CH:21]=4)[O:19][C:15]=3[CH:14]=2)[S:9]([CH3:12])(=[O:11])=[O:10])=[C:4]([F:36])[CH:3]=1.C([O-])(=O)C.[K+].[B:42]1([B:42]2[O:46][C:45]([CH3:48])([CH3:47])[C:44]([CH3:50])([CH3:49])[O:43]2)[O:46][C:45]([CH3:48])([CH3:47])[C:44]([CH3:50])([CH3:49])[O:43]1. The catalyst is O1CCOCC1.C1C=CC(P(C2C=CC=CC=2)[C-]2C=CC=C2)=CC=1.C1C=CC(P(C2C=CC=CC=2)[C-]2C=CC=C2)=CC=1.Cl[Pd]Cl.[Fe+2]. The product is [CH:33]1([C:32]2[C:13]([N:8]([C:5]3[CH:6]=[CH:7][C:2]([B:42]4[O:46][C:45]([CH3:48])([CH3:47])[C:44]([CH3:50])([CH3:49])[O:43]4)=[CH:3][C:4]=3[F:36])[S:9]([CH3:12])(=[O:11])=[O:10])=[CH:14][C:15]3[O:19][C:18]([C:20]4[CH:25]=[CH:24][C:23]([F:26])=[CH:22][CH:21]=4)=[C:17]([C:27]([NH:29][CH3:30])=[O:28])[C:16]=3[CH:31]=2)[CH2:34][CH2:35]1. The yield is 0.760. (4) The reactants are [CH2:1]([N:3]([CH2:20][CH3:21])[CH2:4][CH2:5][N:6]1[CH2:12][CH2:11][CH2:10][C:9]2[NH:13][C:14]([CH:17]=O)=[C:15]([CH3:16])[C:8]=2[C:7]1=[O:19])[CH3:2].[Br:22][C:23]1[CH:31]=[CH:30][CH:29]=[C:28]2[C:24]=1[CH2:25][C:26](=[O:32])[NH:27]2. No catalyst specified. The product is [Br:22][C:23]1[CH:31]=[CH:30][CH:29]=[C:28]2[C:24]=1[C:25](=[CH:17][C:14]1[NH:13][C:9]3[CH2:10][CH2:11][CH2:12][N:6]([CH2:5][CH2:4][N:3]([CH2:20][CH3:21])[CH2:1][CH3:2])[C:7](=[O:19])[C:8]=3[C:15]=1[CH3:16])[C:26](=[O:32])[NH:27]2. The yield is 0.455.